From a dataset of Full USPTO retrosynthesis dataset with 1.9M reactions from patents (1976-2016). Predict the reactants needed to synthesize the given product. (1) Given the product [O:1]1[C:6]2[CH:7]=[CH:8][CH:9]=[CH:10][C:5]=2[O:4][CH2:3][C@@H:2]1[CH2:11][N:12]1[CH2:17][CH2:16][CH2:15][C@:14]([CH3:18])([CH2:19][O:20][CH2:24][CH2:25][O:26][CH:27]2[CH2:32][CH2:31][CH2:30][CH2:29][O:28]2)[CH2:13]1, predict the reactants needed to synthesize it. The reactants are: [O:1]1[C:6]2[CH:7]=[CH:8][CH:9]=[CH:10][C:5]=2[O:4][CH2:3][C@@H:2]1[CH2:11][N:12]1[CH2:17][CH2:16][CH2:15][C@@:14]([CH2:19][OH:20])([CH3:18])[CH2:13]1.[OH-].[Na+].Br[CH2:24][CH2:25][O:26][CH:27]1[CH2:32][CH2:31][CH2:30][CH2:29][O:28]1.O. (2) Given the product [CH3:11][C:12]([S:15]([N:17]=[CH:9][C:3]12[N:2]([CH3:1])[CH:6]([CH2:7][CH2:8]1)[CH2:5][CH2:4]2)=[O:16])([CH3:14])[CH3:13], predict the reactants needed to synthesize it. The reactants are: [CH3:1][N:2]1[CH:6]2[CH2:7][CH2:8][C:3]1([CH:9]=O)[CH2:4][CH2:5]2.[CH3:11][C:12]([S:15]([NH2:17])=[O:16])([CH3:14])[CH3:13]. (3) Given the product [CH2:16]([O:15][C:12]1[CH:11]=[CH:10][C:9]([CH3:8])=[N:14][CH:13]=1)[C:17]1[CH:22]=[CH:21][CH:20]=[CH:19][CH:18]=1, predict the reactants needed to synthesize it. The reactants are: [H-].[Na+].CN(C)C=O.[CH3:8][C:9]1[N:14]=[CH:13][C:12]([OH:15])=[CH:11][CH:10]=1.[CH2:16](Cl)[C:17]1[CH:22]=[CH:21][CH:20]=[CH:19][CH:18]=1. (4) Given the product [F:10][C:11]([F:22])([F:21])[C:12]1[CH:17]=[CH:16][C:15]([C:2]2[CH:7]=[CH:6][NH:5][C:4](=[O:8])[N:3]=2)=[CH:14][CH:13]=1, predict the reactants needed to synthesize it. The reactants are: Cl[C:2]1[CH:7]=[CH:6][N:5]=[C:4]([O:8]C)[N:3]=1.[F:10][C:11]([F:22])([F:21])[C:12]1[CH:17]=[CH:16][C:15](B(O)O)=[CH:14][CH:13]=1.C([O-])([O-])=O.[K+].[K+].C([O-])(O)=O.[Na+]. (5) Given the product [Cl:33][C:30]1[CH:29]=[CH:28][C:27]([C:12]2[C:11]3[CH:34]=[C:7]([C:49]4[CH:48]=[CH:47][CH:46]=[C:45]([CH:43]=[O:44])[CH:50]=4)[CH:8]=[CH:9][C:10]=3[N:16]3[C:17]([CH3:20])=[N:18][N:19]=[C:15]3[C@H:14]([CH2:21][C:22]([NH:24][CH2:25][CH3:26])=[O:23])[N:13]=2)=[CH:32][CH:31]=1, predict the reactants needed to synthesize it. The reactants are: FC(F)(F)S(O[C:7]1[CH:8]=[CH:9][C:10]2[N:16]3[C:17]([CH3:20])=[N:18][N:19]=[C:15]3[C@H:14]([CH2:21][C:22]([NH:24][CH2:25][CH3:26])=[O:23])[N:13]=[C:12]([C:27]3[CH:32]=[CH:31][C:30]([Cl:33])=[CH:29][CH:28]=3)[C:11]=2[CH:34]=1)(=O)=O.C(=O)([O-])[O-].[K+].[K+].[CH:43]([C:45]1[CH:46]=[C:47](B(O)O)[CH:48]=[CH:49][CH:50]=1)=[O:44].C(O)C. (6) Given the product [CH2:24]([N:11]1[CH2:12][CH2:13][C:9]([C:3]2[CH:4]=[CH:5][CH:6]=[C:7]([F:8])[C:2]=2[F:1])([OH:14])[CH2:10]1)[CH:23]=[CH2:22], predict the reactants needed to synthesize it. The reactants are: [F:1][C:2]1[C:7]([F:8])=[CH:6][CH:5]=[CH:4][C:3]=1[C:9]1([OH:14])[CH2:13][CH2:12][NH:11][CH2:10]1.C(=O)([O-])[O-].[K+].[K+].Br[CH2:22][CH:23]=[CH2:24].